Dataset: Peptide-MHC class II binding affinity with 134,281 pairs from IEDB. Task: Regression. Given a peptide amino acid sequence and an MHC pseudo amino acid sequence, predict their binding affinity value. This is MHC class II binding data. The peptide sequence is PPFSRVVHLYRNGKD. The MHC is DRB1_0401 with pseudo-sequence DRB1_0401. The binding affinity (normalized) is 0.138.